This data is from Full USPTO retrosynthesis dataset with 1.9M reactions from patents (1976-2016). The task is: Predict the reactants needed to synthesize the given product. (1) Given the product [O:18]1[CH2:19][CH2:20][N:15]([C:11]2[CH2:12][CH2:13][N:8]([C:6]([O:5][C:1]([CH3:4])([CH3:3])[CH3:2])=[O:7])[CH2:9][CH:10]=2)[CH2:16][CH2:17]1, predict the reactants needed to synthesize it. The reactants are: [C:1]([O:5][C:6]([N:8]1[CH2:13][CH2:12][C:11](=O)[CH2:10][CH2:9]1)=[O:7])([CH3:4])([CH3:3])[CH3:2].[NH:15]1[CH2:20][CH2:19][O:18][CH2:17][CH2:16]1.C1(C)C=CC(S(O)(=O)=O)=CC=1. (2) The reactants are: O=[C:2]1[CH2:7][CH2:6][N:5]([CH2:8][C:9]2[N:14]=[C:13]([NH:15][C:16]([NH:18][C:19]3[N:20]=[C:21]([C:24]4[CH:29]=[CH:28][N:27]=[CH:26][CH:25]=4)[S:22][CH:23]=3)=[O:17])[CH:12]=[CH:11][CH:10]=2)[CH2:4][CH2:3]1.[CH2:30]([NH2:33])[CH2:31][CH3:32].[BH4-].[Na+]. Given the product [CH2:30]([NH:33][CH:2]1[CH2:7][CH2:6][N:5]([CH2:8][C:9]2[N:14]=[C:13]([NH:15][C:16]([NH:18][C:19]3[N:20]=[C:21]([C:24]4[CH:29]=[CH:28][N:27]=[CH:26][CH:25]=4)[S:22][CH:23]=3)=[O:17])[CH:12]=[CH:11][CH:10]=2)[CH2:4][CH2:3]1)[CH2:31][CH3:32], predict the reactants needed to synthesize it. (3) The reactants are: [NH2:1][C@H:2]([C:7]([OH:9])=[O:8])[CH2:3][CH:4]([CH3:6])[CH3:5].[OH-].[K+:11]. Given the product [NH2:1][CH:2]([CH2:3][CH:4]([CH3:6])[CH3:5])[C:7]([O-:9])=[O:8].[K+:11], predict the reactants needed to synthesize it. (4) Given the product [CH3:25][CH2:24][C:23]([NH:16][CH2:15][CH2:14][C@H:12]1[C:13]2[C:3]3[CH2:2][CH2:6][O:5][C:4]=3[CH:7]=[CH:8][C:9]=2[CH2:10][CH2:11]1)=[O:26], predict the reactants needed to synthesize it. The reactants are: Cl.[CH2:2]1[CH2:6][O:5][C:4]2[CH:7]=[CH:8][C:9]3[CH2:10][CH2:11][C@@H:12]([CH2:14][CH2:15][NH2:16])[C:13]=3[C:3]1=2.C(=O)([O-])[O-].[Na+].[Na+].[C:23](Cl)(=[O:26])[CH2:24][CH3:25]. (5) Given the product [N+:1]([C:4]1[CH:5]=[C:6]2[C:10](=[CH:11][CH:12]=1)[N:9]([C:18]([O:17][C:14]([CH3:16])([CH3:15])[CH3:13])=[O:19])[CH2:8][CH2:7]2)([O-:3])=[O:2], predict the reactants needed to synthesize it. The reactants are: [N+:1]([C:4]1[CH:5]=[C:6]2[C:10](=[CH:11][CH:12]=1)[NH:9][CH2:8][CH2:7]2)([O-:3])=[O:2].[CH3:13][C:14]([O:17][C:18](O[C:18]([O:17][C:14]([CH3:16])([CH3:15])[CH3:13])=[O:19])=[O:19])([CH3:16])[CH3:15]. (6) Given the product [N:11]([C:9]1[S:10][C:6]([C:4]([OH:5])=[O:3])=[C:7]([C:14]2[CH:19]=[CH:18][CH:17]=[C:16]([C:20]([F:23])([F:21])[F:22])[CH:15]=2)[N:8]=1)=[N+:12]=[N-:13], predict the reactants needed to synthesize it. The reactants are: C([O:3][C:4]([C:6]1[S:10][C:9]([N:11]=[N+:12]=[N-:13])=[N:8][C:7]=1[C:14]1[CH:19]=[CH:18][CH:17]=[C:16]([C:20]([F:23])([F:22])[F:21])[CH:15]=1)=[O:5])C.O1CCCC1.O.[OH-].[Li+]. (7) Given the product [C:15]([O:14][C:13](=[O:19])[NH:12][CH2:11][C:8]1[N:6]2[N:7]=[C:2]([C:21]#[C:20][Si:22]([CH2:27][CH3:28])([CH2:25][CH3:26])[CH2:23][CH3:24])[CH:3]=[CH:4][C:5]2=[N:10][N:9]=1)([CH3:18])([CH3:17])[CH3:16], predict the reactants needed to synthesize it. The reactants are: Cl[C:2]1[CH:3]=[CH:4][C:5]2[N:6]([C:8]([CH2:11][NH:12][C:13](=[O:19])[O:14][C:15]([CH3:18])([CH3:17])[CH3:16])=[N:9][N:10]=2)[N:7]=1.[CH2:20]([Si:22]([CH2:27][CH3:28])([CH2:25][CH3:26])[C:23]#[CH:24])[CH3:21].C(N(CC)CC)C.